Binary Classification. Given a miRNA mature sequence and a target amino acid sequence, predict their likelihood of interaction. From a dataset of Experimentally validated miRNA-target interactions with 360,000+ pairs, plus equal number of negative samples. (1) The miRNA is hsa-miR-7-2-3p with sequence CAACAAAUCCCAGUCUACCUAA. The protein sequence of the target gene is MAFPVDMLENCSHEELENSAEDYMSDLRCGDPENPECFSLLNITIPISLSNVGFVPLYGGDQTQKILALFAPEDSLTAVALYLADQWWAIDDIVKTSVPSREGLKQVSTLGERVVLYVLNRIIYRKQEMERNEIPFLCHSSTDYAKILWKKGEAIGFYSVKPTGSICASFLTQSYQLPVLDTMFLRKKYRGKDFGLHMLEDFVDSFTEDALGLRYPLSSLMYTACKQYFEKYPGDHELLWEVEGVGHWYQRIPVTRALQREALKILALSQNEPKRPMSGEYGPASVPEYEARTEDNQSSE.... Result: 0 (no interaction). (2) The miRNA is hsa-miR-4327 with sequence GGCUUGCAUGGGGGACUGG. The protein sequence of the target gene is MNDTEKPADTPSEEEDFGDPRTYDPDFKGPVANRSCTDVLCCMIFLLCIIGYIVLGLVAWVHGDPRRAAYPTDSQGHFCGQKGTPNENKTILFYFNLLRCTSPSVLLNLQCPTTQICVSKCPEKFLTYVEMQLLYTKDKSYWEDYRQFCKTTAKPVKSLTQLLLDDDCPTAIFPSKPFLQRCFPDFSTKNGTLTIGSKMMFQDGNGGTRSVVELGIAANGINKLLDAKSLGLKVFEDYARTWYWILIGLTIAMVLSWIFLILLRFIAGCLFWVFMIGVIGIIGYGIWHCYQQYTNLQERP.... Result: 0 (no interaction). (3) The miRNA is hsa-miR-597-5p with sequence UGUGUCACUCGAUGACCACUGU. The protein sequence of the target gene is MEELSSVGEQVFAAECILSKRLRKGKLEYLVKWRGWSSKHNSWEPEENILDPRLLLAFQKKEHEKEVQNRKRGKRPRGRPRKHTVTSSCSRRSKLKEPDAPSKSKSSSSSSSSTSSSSSSDEEEDDSDLDSKRGPRGRETHPVPQKKAQILVAKPELKDPIRKKRGRKPLPPEQKAARRPVSLAKVLKTTRKDLGTSAAKLPPPLSAPVAGLAALKAHTKEACGGPSTMATPENLASLMKGMAGSPSRGGIWQSSIVHYMNRMSQSQVQAASRLALKAQATNKCGLGLDLKVRTQKGGEL.... Result: 0 (no interaction).